From a dataset of Kir2.1 potassium channel HTS with 301,493 compounds. Binary Classification. Given a drug SMILES string, predict its activity (active/inactive) in a high-throughput screening assay against a specified biological target. (1) The compound is S(=O)(=O)(Nc1ccc(C(=O)N2CC(OC(C2)C)C)cc1)c1cc(F)c(F)cc1. The result is 0 (inactive). (2) The drug is Clc1c(C(=O)NNC(=S)NCC)cccc1. The result is 0 (inactive). (3) The molecule is N=1C2(N=C(NC1Nc1c(c(ccc1)C)C)N)CCCCC2. The result is 0 (inactive). (4) The molecule is OC(CN1CCCCC1)Cn1c2c(c(c1)C=O)cccc2. The result is 0 (inactive). (5) The result is 0 (inactive). The drug is Clc1ccc(C(=O)Nc2c(O)cccc2)cc1. (6) The compound is Brc1cc2c(C(=O)N3CCN(CC3)c3ncccn3)cc(nc2cc1)c1cccnc1. The result is 0 (inactive). (7) The compound is O(c1c(c2c(cc1)cccc2)/C=C\[N+]([O-])=O)CC(OCC)=O. The result is 0 (inactive). (8) The molecule is S(=O)(=O)(CC(O)(C)C(=O)Nc1cc(ccc1)C(F)(F)F)c1ccccc1. The result is 0 (inactive). (9) The molecule is Clc1cc(CNCCc2c(F)cccc2)c(OCC)cc1. The result is 1 (active). (10) The molecule is S(CCC(NC(=O)C(/NC(=O)c1c(OC)cccc1)=C\c1ccccc1)C(O)=O)C. The result is 0 (inactive).